From a dataset of Reaction yield outcomes from USPTO patents with 853,638 reactions. Predict the reaction yield, written as a fraction of the theoretical maximum amount of product (1.0 means a 100% yield; for example, 0.34 means a 34% yield). The reactants are Br[C:2]1[C:7]([C:8]([O:10][CH3:11])=[O:9])=[CH:6][N:5]=[CH:4][CH:3]=1.C(=O)([O-])[O-].[Cs+].[Cs+].[CH3:18][O:19][C:20]1[CH:25]=[C:24]([N+:26]([O-:28])=[O:27])[CH:23]=[CH:22][C:21]=1B1OC(C)(C)C(C)(C)O1. No catalyst specified. The product is [CH3:18][O:19][C:20]1[CH:25]=[C:24]([N+:26]([O-:28])=[O:27])[CH:23]=[CH:22][C:21]=1[C:2]1[C:7]([C:8]([O:10][CH3:11])=[O:9])=[CH:6][N:5]=[CH:4][CH:3]=1. The yield is 0.950.